This data is from Catalyst prediction with 721,799 reactions and 888 catalyst types from USPTO. The task is: Predict which catalyst facilitates the given reaction. (1) Reactant: [NH2:1][C:2]1[C:3]2[C:10]([C:11]3[CH:25]=[CH:24][C:14]([CH2:15][NH:16]C(=O)OC(C)(C)C)=[CH:13][CH:12]=3)=[CH:9][N:8]([S:26]([C:29]3[CH:34]=[CH:33][CH:32]=[CH:31][CH:30]=3)(=[O:28])=[O:27])[C:4]=2[N:5]=[CH:6][N:7]=1.C(O)(C(F)(F)F)=O. Product: [NH2:16][CH2:15][C:14]1[CH:24]=[CH:25][C:11]([C:10]2[C:3]3[C:2]([NH2:1])=[N:7][CH:6]=[N:5][C:4]=3[N:8]([S:26]([C:29]3[CH:30]=[CH:31][CH:32]=[CH:33][CH:34]=3)(=[O:27])=[O:28])[CH:9]=2)=[CH:12][CH:13]=1. The catalyst class is: 2. (2) Reactant: C(NC(C)C)(C)C.[Li]CCCC.[CH3:13][O:14][C:15]1[CH:32]=[CH:31][C:30]2[C@@H:29]3[C@H:20]([C:21]4[C@@:25]([CH2:27][CH2:28]3)([CH3:26])[C:24](=[O:33])[CH2:23][CH:22]=4)[C@H:19]([CH3:34])[CH2:18][C:17]=2[CH:16]=1.Cl[Si:36]([CH3:39])([CH3:38])[CH3:37]. Product: [CH3:13][O:14][C:15]1[CH:32]=[CH:31][C:30]2[C@@H:29]3[C@H:20]([C:21]4[C@@:25]([CH2:27][CH2:28]3)([CH3:26])[C:24]([O:33][Si:36]([CH3:39])([CH3:38])[CH3:37])=[CH:23][CH:22]=4)[C@H:19]([CH3:34])[CH2:18][C:17]=2[CH:16]=1. The catalyst class is: 7. (3) Reactant: [Br:1][C:2]1[CH:3]=[CH:4][C:5]([CH:8]([OH:10])[CH3:9])=[N:6][CH:7]=1.[N:11]1[CH:16]=[CH:15][CH:14]=[C:13](O)[CH:12]=1.C1(P(C2C=CC=CC=2)C2C=CC=CC=2)C=CC=CC=1.N(C(OC(C)C)=O)=NC(OC(C)C)=O. Product: [Br:1][C:2]1[CH:3]=[CH:4][C:5]([CH:8]([O:10][C:13]2[CH:12]=[N:11][CH:16]=[CH:15][CH:14]=2)[CH3:9])=[N:6][CH:7]=1. The catalyst class is: 7. (4) Reactant: [C:1]([O:5][C:6]([N:8]1[CH2:12][CH2:11][CH2:10][C:9]1([CH:16]([OH:36])[C:17]1[CH:18]=[C:19]2[CH:25]=[CH:24][N:23]([Si:26]([CH:33]([CH3:35])[CH3:34])([CH:30]([CH3:32])[CH3:31])[CH:27]([CH3:29])[CH3:28])[C:20]2=[N:21][CH:22]=1)[CH2:13][CH2:14][CH3:15])=[O:7])([CH3:4])([CH3:3])[CH3:2]. Product: [C:1]([O:5][C:6]([N:8]1[CH2:12][CH2:11][CH2:10][C:9]1([CH2:13][CH2:14][CH3:15])[C:16]([C:17]1[CH:18]=[C:19]2[CH:25]=[CH:24][N:23]([Si:26]([CH:30]([CH3:32])[CH3:31])([CH:33]([CH3:34])[CH3:35])[CH:27]([CH3:28])[CH3:29])[C:20]2=[N:21][CH:22]=1)=[O:36])=[O:7])([CH3:2])([CH3:4])[CH3:3]. The catalyst class is: 2. (5) Reactant: [C:1]([O:5][C:6]([N:8]1[CH2:14][CH2:13][CH2:12][N:11]([C:15]2[CH:20]=[C:19]([C:21]3[CH:26]=[CH:25][CH:24]=[C:23]([C:27]([F:30])([F:29])[F:28])[CH:22]=3)[N:18]=[C:17](S(C)(=O)=O)[N:16]=2)[CH2:10][CH2:9]1)=[O:7])([CH3:4])([CH3:3])[CH3:2].[C-:35]#[N:36].[Na+]. Product: [C:1]([O:5][C:6]([N:8]1[CH2:14][CH2:13][CH2:12][N:11]([C:15]2[CH:20]=[C:19]([C:21]3[CH:26]=[CH:25][CH:24]=[C:23]([C:27]([F:30])([F:29])[F:28])[CH:22]=3)[N:18]=[C:17]([C:35]#[N:36])[N:16]=2)[CH2:10][CH2:9]1)=[O:7])([CH3:4])([CH3:3])[CH3:2]. The catalyst class is: 633.